This data is from NCI-60 drug combinations with 297,098 pairs across 59 cell lines. The task is: Regression. Given two drug SMILES strings and cell line genomic features, predict the synergy score measuring deviation from expected non-interaction effect. (1) Drug 1: CS(=O)(=O)C1=CC(=C(C=C1)C(=O)NC2=CC(=C(C=C2)Cl)C3=CC=CC=N3)Cl. Drug 2: CN1C2=C(C=C(C=C2)N(CCCl)CCCl)N=C1CCCC(=O)O.Cl. Cell line: NCI-H460. Synergy scores: CSS=7.22, Synergy_ZIP=6.68, Synergy_Bliss=9.65, Synergy_Loewe=7.46, Synergy_HSA=9.41. (2) Drug 2: CC1C(C(CC(O1)OC2CC(CC3=C2C(=C4C(=C3O)C(=O)C5=CC=CC=C5C4=O)O)(C(=O)C)O)N)O. Cell line: OVCAR-4. Drug 1: CC1CCCC2(C(O2)CC(NC(=O)CC(C(C(=O)C(C1O)C)(C)C)O)C(=CC3=CSC(=N3)C)C)C. Synergy scores: CSS=20.9, Synergy_ZIP=-4.19, Synergy_Bliss=-4.34, Synergy_Loewe=0.207, Synergy_HSA=-1.11.